From a dataset of Catalyst prediction with 721,799 reactions and 888 catalyst types from USPTO. Predict which catalyst facilitates the given reaction. Reactant: [NH2:1][C:2]1[S:3][C:4]([O:13][CH3:14])=[C:5]([CH3:12])[C:6]=1[C:7]([O:9]CC)=O.ClC(Cl)(O[C:19](=[O:25])OC(Cl)(Cl)Cl)Cl.C(N(CC)CC)C.[C:34]1([C@@H:40]([NH2:42])[CH3:41])[CH:39]=[CH:38][CH:37]=[CH:36][CH:35]=1. Product: [CH3:14][O:13][C:4]1[S:3][C:2]2[NH:1][C:19](=[O:25])[N:42]([C@H:40]([C:34]3[CH:39]=[CH:38][CH:37]=[CH:36][CH:35]=3)[CH3:41])[C:7](=[O:9])[C:6]=2[C:5]=1[CH3:12]. The catalyst class is: 2.